This data is from Forward reaction prediction with 1.9M reactions from USPTO patents (1976-2016). The task is: Predict the product of the given reaction. (1) Given the reactants [C:1]([C:5]1[C:9]2[CH2:10][NH:11][CH2:12][CH2:13][C:8]=2[NH:7][N:6]=1)([CH3:4])([CH3:3])[CH3:2].[Cl:14][C:15]1[CH:20]=[CH:19][CH:18]=[C:17]([N:21]=[C:22]=[O:23])[CH:16]=1, predict the reaction product. The product is: [C:1]([C:5]1[C:9]2[CH2:10][N:11]([C:22]([NH:21][C:17]3[CH:18]=[CH:19][CH:20]=[C:15]([Cl:14])[CH:16]=3)=[O:23])[CH2:12][CH2:13][C:8]=2[NH:7][N:6]=1)([CH3:4])([CH3:2])[CH3:3]. (2) Given the reactants CCCC[N+](CCCC)(CCCC)CCCC.[F-].[Si]([O:26][CH2:27][CH2:28][C:29]1[CH:30]=[C:31]([CH2:34][N:35]2[CH2:56][CH2:55][C:38]3([O:43][CH2:42][CH2:41][N:40]([C:44]([C:46]4[N:47]=[C:48]([C:51]([CH3:54])([CH3:53])[CH3:52])[S:49][CH:50]=4)=[O:45])[CH2:39]3)[CH2:37][CH2:36]2)[S:32][CH:33]=1)(C(C)(C)C)(C)C, predict the reaction product. The product is: [C:51]([C:48]1[S:49][CH:50]=[C:46]([C:44]([N:40]2[CH2:39][C:38]3([CH2:55][CH2:56][N:35]([CH2:34][C:31]4[S:32][CH:33]=[C:29]([CH2:28][CH2:27][OH:26])[CH:30]=4)[CH2:36][CH2:37]3)[O:43][CH2:42][CH2:41]2)=[O:45])[N:47]=1)([CH3:54])([CH3:52])[CH3:53]. (3) Given the reactants [CH2:1]([O:3][C:4](=[O:15])[C:5]([C:8]1[CH:13]=[CH:12][C:11]([NH2:14])=[CH:10][CH:9]=1)([CH3:7])[CH3:6])[CH3:2].[Cl:16][C:17]1[CH:22]=[CH:21][CH:20]=[CH:19][C:18]=1[N:23]1[C:27]([O:28][C:29]2[CH:34]=[CH:33][CH:32]=[CH:31][C:30]=2[N:35]=[C:36]=[O:37])=[CH:26][C:25]([CH3:38])=[N:24]1.C(N(CC)CC)C, predict the reaction product. The product is: [CH2:1]([O:3][C:4](=[O:15])[C:5]([C:8]1[CH:9]=[CH:10][C:11]([NH:14][C:36]([NH:35][C:30]2[CH:31]=[CH:32][CH:33]=[CH:34][C:29]=2[O:28][C:27]2[N:23]([C:18]3[CH:19]=[CH:20][CH:21]=[CH:22][C:17]=3[Cl:16])[N:24]=[C:25]([CH3:38])[CH:26]=2)=[O:37])=[CH:12][CH:13]=1)([CH3:7])[CH3:6])[CH3:2]. (4) Given the reactants [N+:1]([C:4]1[CH:12]=[CH:11][CH:10]=[C:9]2[C:5]=1[CH:6]=[N:7][NH:8]2)([O-:3])=[O:2].C(=O)([O-])[O-].[K+].[K+].Cl.Cl[CH2:21][CH2:22][N:23]1[CH2:27][CH2:26][CH2:25][CH2:24]1, predict the reaction product. The product is: [N+:1]([C:4]1[C:5]2[C:9]([CH:10]=[CH:11][CH:12]=1)=[N:8][N:7]([CH2:21][CH2:22][N:23]1[CH2:27][CH2:26][CH2:25][CH2:24]1)[CH:6]=2)([O-:3])=[O:2]. (5) Given the reactants [NH2:1]/[C:2](/[CH3:8])=[CH:3]\[C:4]([O:6][CH3:7])=[O:5].[Br:9][C:10]1[CH:11]=[C:12]([CH:15]=[CH:16][C:17]=1[F:18])[CH:13]=O.[CH2:19]([N:26]1[CH2:31][C:30](=O)[CH2:29][C:28](=[O:33])[CH2:27]1)[C:20]1[CH:25]=[CH:24][CH:23]=[CH:22][CH:21]=1, predict the reaction product. The product is: [CH2:19]([N:26]1[CH2:31][C:30]2[NH:1][C:2]([CH3:8])=[C:3]([C:4]([O:6][CH3:7])=[O:5])[CH:13]([C:12]3[CH:15]=[CH:16][C:17]([F:18])=[C:10]([Br:9])[CH:11]=3)[C:29]=2[C:28](=[O:33])[CH2:27]1)[C:20]1[CH:21]=[CH:22][CH:23]=[CH:24][CH:25]=1. (6) Given the reactants Cl[C:2]1[N:7]=[C:6]([O:8][CH3:9])[N:5]=[C:4]([NH:10][CH2:11][CH2:12][C:13]2[CH:18]=[CH:17][C:16]([C:19]3[O:20][C:21]([CH3:24])=[N:22][N:23]=3)=[CH:15][CH:14]=2)[CH:3]=1.[C:25]([C:28]([C:31]1[CH:32]=[C:33](B(O)O)[CH:34]=[CH:35][CH:36]=1)([CH3:30])[CH3:29])([OH:27])=[O:26].C([O-])([O-])=O.[Cs+].[Cs+].O, predict the reaction product. The product is: [CH3:9][O:8][C:6]1[N:7]=[C:2]([C:33]2[CH:32]=[C:31]([C:28]([CH3:30])([CH3:29])[C:25]([OH:27])=[O:26])[CH:36]=[CH:35][CH:34]=2)[CH:3]=[C:4]([NH:10][CH2:11][CH2:12][C:13]2[CH:18]=[CH:17][C:16]([C:19]3[O:20][C:21]([CH3:24])=[N:22][N:23]=3)=[CH:15][CH:14]=2)[N:5]=1. (7) Given the reactants Cl.[C:2](=[NH:7])(OCC)[CH3:3].C(N(CC)CC)C.[NH:15]([C:17]([O:19][C:20]([CH3:23])([CH3:22])[CH3:21])=[O:18])[NH2:16].Br.Br[CH2:26][C:27]([C:29]1[CH:30]=[N:31][CH:32]=[CH:33][CH:34]=1)=O, predict the reaction product. The product is: [C:20]([O:19][C:17](=[O:18])[NH:15][N:16]1[CH:26]=[C:27]([C:29]2[CH:30]=[N:31][CH:32]=[CH:33][CH:34]=2)[N:7]=[C:2]1[CH3:3])([CH3:23])([CH3:22])[CH3:21]. (8) Given the reactants [Cl:1][C:2]1[CH:3]=[C:4]([NH:8][C:9]2[N:14]=[CH:13][C:12]([CH2:15][OH:16])=[C:11]([CH:17]3[CH2:19][CH2:18]3)[CH:10]=2)[CH:5]=[CH:6][CH:7]=1.ClC1C=C(NC2C=C(C(C)C)C(C(O)=O)=CN=2)C=CC=1, predict the reaction product. The product is: [Cl:1][C:2]1[CH:3]=[C:4]([NH:8][C:9]2[N:14]=[CH:13][C:12]([CH2:15][OH:16])=[C:11]([CH:17]([CH3:19])[CH3:18])[CH:10]=2)[CH:5]=[CH:6][CH:7]=1. (9) Given the reactants O1[C:6](=[O:7])[CH2:5][O:4][CH2:3][C:2]1=[O:8].[Br:9][C:10]1[CH:15]=[CH:14][C:13]([NH2:16])=[CH:12][C:11]=1[CH3:17].C(OC(=O)C)(=O)C.C([O-])(=O)C.[Na+], predict the reaction product. The product is: [Br:9][C:10]1[CH:15]=[CH:14][C:13]([N:16]2[C:2](=[O:8])[CH2:3][O:4][CH2:5][C:6]2=[O:7])=[CH:12][C:11]=1[CH3:17]. (10) Given the reactants CO[C:3](=[O:34])[N:4]=[C:5](SC)[C:6]([C:20]1[CH:25]=[CH:24][C:23]([O:26][CH2:27][C:28]#[N:29])=[C:22]([O:30][CH3:31])[CH:21]=1)=[N:7][C:8]1[CH:13]=[CH:12][C:11]([C:14]2[N:18]=[C:17]([CH3:19])[O:16][N:15]=2)=[CH:10][CH:9]=1.[NH:35]([C:37]1[N:42]=[CH:41][CH:40]=[CH:39][N:38]=1)[NH2:36].C(N(CC)CC)C, predict the reaction product. The product is: [CH3:31][O:30][C:22]1[CH:21]=[C:20]([CH:6]([NH:7][C:8]2[CH:13]=[CH:12][C:11]([C:14]3[N:18]=[C:17]([CH3:19])[O:16][N:15]=3)=[CH:10][CH:9]=2)[C:5]2[NH:4][C:3](=[O:34])[N:35]([C:37]3[N:42]=[CH:41][CH:40]=[CH:39][N:38]=3)[N:36]=2)[CH:25]=[CH:24][C:23]=1[O:26][CH2:27][C:28]#[N:29].